Dataset: Plasma protein binding rate (PPBR) regression data from AstraZeneca. Task: Regression/Classification. Given a drug SMILES string, predict its absorption, distribution, metabolism, or excretion properties. Task type varies by dataset: regression for continuous measurements (e.g., permeability, clearance, half-life) or binary classification for categorical outcomes (e.g., BBB penetration, CYP inhibition). For this dataset (ppbr_az), we predict Y. (1) The compound is CC(C)c1noc(C2CCN(c3ncnc(Nc4ccc(S(C)(=O)=O)cc4F)c3[N+](=O)[O-])CC2)n1. The Y is 99.0 %. (2) The drug is CCCNC(=O)NS(=O)(=O)c1ccc(Cl)cc1. The Y is 96.0 %. (3) The drug is CC1(C)[C@H](NC(=O)/C(=N\OCc2cc(=O)c(O)cn2O)c2csc(N)n2)C(=O)N1OS(=O)(=O)O. The Y is 69.1 %. (4) The drug is CN1CCN(c2ccc3ncc(C(N)=O)c(Nc4ccc(Cl)c(Cl)c4)c3c2)CC1. The Y is 94.2 %. (5) The molecule is COc1ccc2c(c1)C(=O)C(=O)N2CC1COc2ccccc2O1. The Y is 99.3 %. (6) The drug is CCc1nc(N)nc(N)c1-c1ccc(Cl)cc1. The Y is 92.6 %.